Dataset: Forward reaction prediction with 1.9M reactions from USPTO patents (1976-2016). Task: Predict the product of the given reaction. Given the reactants [F:1][C:2]1([F:52])[C:6]2[N:7]([CH2:14][C:15]([NH:17][C@H:18]([C:28]3[C:33]([C:34]4[CH:35]=[CH:36][C:37]5[N:38]([C:41](=[O:44])[NH:42][N:43]=5)[C:39]=4[CH3:40])=[CH:32][CH:31]=[C:30]([C:45]#[C:46][C:47]([OH:50])([CH3:49])[CH3:48])[N:29]=3)[CH2:19][C:20]3[CH:25]=[C:24]([F:26])[CH:23]=[C:22]([F:27])[CH:21]=3)=[O:16])[N:8]=[C:9]([C:10](F)([F:12])[F:11])[C:5]=2[C@H:4]2[CH2:51][C@@H:3]12.N[C@H](C1C(C2C=CC3N(C(=O)NN=3)C=2C)=CC=C(C#CC(O)(C)C)N=1)CC1C=C(F)C=C(F)C=1.FC(F)C1C2[C@H]3C[C@H]3C(F)(F)C=2N(CC(O)=O)N=1.FC(F)(F)C(O)=O, predict the reaction product. The product is: [F:12][CH:10]([F:11])[C:9]1[C:5]2[C@H:4]3[CH2:51][C@H:3]3[C:2]([F:52])([F:1])[C:6]=2[N:7]([CH2:14][C:15]([NH:17][C@H:18]([C:28]2[C:33]([C:34]3[CH:35]=[CH:36][C:37]4[N:38]([C:41](=[O:44])[NH:42][N:43]=4)[C:39]=3[CH3:40])=[CH:32][CH:31]=[C:30]([C:45]#[C:46][C:47]([OH:50])([CH3:49])[CH3:48])[N:29]=2)[CH2:19][C:20]2[CH:25]=[C:24]([F:26])[CH:23]=[C:22]([F:27])[CH:21]=2)=[O:16])[N:8]=1.